This data is from Catalyst prediction with 721,799 reactions and 888 catalyst types from USPTO. The task is: Predict which catalyst facilitates the given reaction. (1) Product: [CH2:16]([N:18]1[C:22]([NH:23][C:24](=[O:41])[C:25]2[CH:30]=[CH:29][C:28]([CH3:31])=[C:27]([C:2]3[CH:3]=[C:4]4[C:9](=[CH:10][CH:11]=3)[C:8]([NH:12][CH:13]([CH3:15])[CH3:14])=[N:7][N:6]=[CH:5]4)[CH:26]=2)=[CH:21][CH:20]=[N:19]1)[CH3:17]. The catalyst class is: 73. Reactant: Br[C:2]1[CH:3]=[C:4]2[C:9](=[CH:10][CH:11]=1)[C:8]([NH:12][CH:13]([CH3:15])[CH3:14])=[N:7][N:6]=[CH:5]2.[CH2:16]([N:18]1[C:22]([NH:23][C:24](=[O:41])[C:25]2[CH:30]=[CH:29][C:28]([CH3:31])=[C:27](B3OC(C)(C)C(C)(C)O3)[CH:26]=2)=[CH:21][CH:20]=[N:19]1)[CH3:17]. (2) Reactant: [CH:1]1([OH:9])[CH2:8][CH2:7][CH2:6][CH2:5][CH2:4][CH2:3][CH2:2]1.O.C1(C)C=CC=CC=1.[OH-].[Na+]. Product: [C:1]1(=[O:9])[CH2:8][CH2:7][CH2:6][CH2:5][CH2:4][CH2:3][CH2:2]1. The catalyst class is: 60. (3) Reactant: [CH:1]1([C:4]2[S:12][C:7]3[C:8](=[O:11])[NH:9][CH2:10][C:6]=3[CH:5]=2)[CH2:3][CH2:2]1.[H-].[Na+].[Br:15][C:16]1[CH:21]=[CH:20][C:19]([CH2:22]Br)=[C:18]([F:24])[CH:17]=1. Product: [Br:15][C:16]1[CH:21]=[CH:20][C:19]([CH2:22][N:9]2[CH2:10][C:6]3[CH:5]=[C:4]([CH:1]4[CH2:3][CH2:2]4)[S:12][C:7]=3[C:8]2=[O:11])=[C:18]([F:24])[CH:17]=1. The catalyst class is: 7. (4) Reactant: [O:1]=[C:2]1[NH:7][C:6]([C:8]([NH:10][CH2:11][C:12]2[CH:17]=[CH:16][N:15]=[C:14]([O:18][CH2:19][CH2:20][CH2:21][C:22]3[N:26]=[CH:25][NH:24][N:23]=3)[CH:13]=2)=[O:9])=[N:5][C:4]2[S:27][CH:28]=[C:29]([CH2:30][O:31][CH2:32][C:33]3[CH:43]=[CH:42][C:36]([C:37]([O:39]CC)=[O:38])=[CH:35][CH:34]=3)[C:3]1=2.[OH-].[Na+].C1COCC1.CO. Product: [O:1]=[C:2]1[NH:7][C:6]([C:8]([NH:10][CH2:11][C:12]2[CH:17]=[CH:16][N:15]=[C:14]([O:18][CH2:19][CH2:20][CH2:21][C:22]3[N:26]=[CH:25][NH:24][N:23]=3)[CH:13]=2)=[O:9])=[N:5][C:4]2[S:27][CH:28]=[C:29]([CH2:30][O:31][CH2:32][C:33]3[CH:43]=[CH:42][C:36]([C:37]([OH:39])=[O:38])=[CH:35][CH:34]=3)[C:3]1=2. The catalyst class is: 6. (5) Reactant: CS(C)=O.C(Cl)(=O)C(Cl)=O.[OH:11][CH2:12][C:13]1[CH:18]=[CH:17][C:16]([N:19]([CH2:25][C:26]2[CH:27]=[N:28][CH:29]=[CH:30][CH:31]=2)[S:20]([CH2:23][CH3:24])(=[O:22])=[O:21])=[CH:15][CH:14]=1.C(N(CC)CC)C.C([O-])(O)=O.[Na+]. Product: [CH:12]([C:13]1[CH:14]=[CH:15][C:16]([N:19]([CH2:25][C:26]2[CH:27]=[N:28][CH:29]=[CH:30][CH:31]=2)[S:20]([CH2:23][CH3:24])(=[O:21])=[O:22])=[CH:17][CH:18]=1)=[O:11]. The catalyst class is: 158. (6) Reactant: F[C:2]1[CH:11]=[C:10]2[C:5]([C:6](=[O:12])[NH:7][CH:8]=[N:9]2)=[CH:4][CH:3]=1.C(OC([N:20]1[CH2:25][CH2:24][C:23]([CH2:33][NH2:34])([C:26]2[CH:31]=[CH:30][C:29]([Cl:32])=[CH:28][CH:27]=2)[CH2:22][CH2:21]1)=O)(C)(C)C. Product: [NH2:34][CH2:33][C:23]1([C:26]2[CH:27]=[CH:28][C:29]([Cl:32])=[CH:30][CH:31]=2)[CH2:24][CH2:25][N:20]([C:2]2[CH:11]=[C:10]3[C:5]([C:6](=[O:12])[NH:7][CH:8]=[N:9]3)=[CH:4][CH:3]=2)[CH2:21][CH2:22]1. The catalyst class is: 6.